From a dataset of Catalyst prediction with 721,799 reactions and 888 catalyst types from USPTO. Predict which catalyst facilitates the given reaction. (1) The catalyst class is: 3. Reactant: [CH3:1][O:2][C:3]1[CH:11]=[CH:10][C:6]2[NH:7][CH:8]=[N:9][C:5]=2[CH:4]=1.[C:12](=[O:15])([O-])[O-].[Cs+].[Cs+].Br[CH2:19][CH2:20][C:21]([CH3:24])([CH3:23])[CH3:22]. Product: [CH3:22][C:21]([CH3:24])([CH3:23])[CH2:20][CH2:19][N:7]1[C:6]2[CH:10]=[CH:11][C:3]([O:2][CH3:1])=[CH:4][C:5]=2[N:9]=[C:8]1[C:12](=[O:15])[C:21]([CH3:23])([CH3:22])[CH3:20]. (2) Reactant: [O:1]1[CH:5]=[CH:4][CH:3]=[C:2]1[C:6]1[CH:7]=[C:8]([OH:12])[CH:9]=[CH:10][CH:11]=1.Br[CH2:14][C:15]([O:17][CH3:18])=[O:16].C(=O)([O-])[O-].[Cs+].[Cs+]. Product: [O:1]1[CH:5]=[CH:4][CH:3]=[C:2]1[C:6]1[CH:7]=[C:8]([CH:9]=[CH:10][CH:11]=1)[O:12][CH2:14][C:15]([O:17][CH3:18])=[O:16]. The catalyst class is: 10.